Dataset: Forward reaction prediction with 1.9M reactions from USPTO patents (1976-2016). Task: Predict the product of the given reaction. (1) Given the reactants [N+:1]([C:4]1[CH:5]=[C:6]([CH2:10][C:11]([OH:13])=O)[CH:7]=[CH:8][CH:9]=1)([O-:3])=[O:2].Cl.[CH2:15]([O:19][C:20](=[O:24])[C@H:21]([CH3:23])[NH2:22])[CH:16]([CH3:18])[CH3:17], predict the reaction product. The product is: [CH2:15]([O:19][C:20](=[O:24])[C@H:21]([CH3:23])[NH:22][C:11](=[O:13])[CH2:10][C:6]1[CH:7]=[CH:8][CH:9]=[C:4]([N+:1]([O-:3])=[O:2])[CH:5]=1)[CH:16]([CH3:18])[CH3:17]. (2) Given the reactants [CH3:1][C:2]1([CH3:19])[N:11]2[C:12]3[CH:18]=[CH:17][CH:16]=[CH:15][C:13]=3[N:14]=[C:10]2[C:9]2[C:4](=[CH:5][CH:6]=[CH:7][CH:8]=2)[NH:3]1.F[C:21]1[CH:26]=[CH:25][CH:24]=[CH:23][CH:22]=1.CC(C)([O-])C.[Na+].C(OCC)(=O)C, predict the reaction product. The product is: [CH3:1][C:2]1([CH3:19])[N:11]2[C:12]3[CH:18]=[CH:17][CH:16]=[CH:15][C:13]=3[N:14]=[C:10]2[C:9]2[C:4](=[CH:5][CH:6]=[CH:7][CH:8]=2)[N:3]1[C:21]1[CH:26]=[CH:25][CH:24]=[CH:23][CH:22]=1. (3) Given the reactants [N:1]([CH2:4][C:5]1[N:6]=[CH:7][C:8]([C:11]([NH:13][CH2:14][C:15]2[S:19][C:18]([CH3:20])=[N:17][CH:16]=2)=[O:12])=[N:9][CH:10]=1)=[N+]=[N-], predict the reaction product. The product is: [NH2:1][CH2:4][C:5]1[N:6]=[CH:7][C:8]([C:11]([NH:13][CH2:14][C:15]2[S:19][C:18]([CH3:20])=[N:17][CH:16]=2)=[O:12])=[N:9][CH:10]=1. (4) Given the reactants [CH3:1][O:2][C:3]1[CH:15]=[C:14]([N+:16]([O-])=O)[CH:13]=[CH:12][C:4]=1[CH2:5][P:6]([CH3:11])(=[O:10])[O:7][CH2:8][CH3:9].O, predict the reaction product. The product is: [NH2:16][C:14]1[CH:13]=[CH:12][C:4]([CH2:5][P:6]([CH3:11])(=[O:10])[O:7][CH2:8][CH3:9])=[C:3]([O:2][CH3:1])[CH:15]=1. (5) Given the reactants [Si:1]([O:8][C@@H:9]1[C@@:37]2([CH3:38])[C:13](=[CH:14][CH:15]=[C:16]3[C@@H:36]2[CH2:35][CH2:34][C@@:33]2([CH3:39])[C@H:17]3[CH2:18][CH:19]=[C:20]2[C@@H:21]([S:23][C:24](OC2C=CC=CC=2)=O)[CH3:22])[CH2:12][C@@H:11]([OH:40])[CH2:10]1)([C:4]([CH3:7])([CH3:6])[CH3:5])([CH3:3])[CH3:2].Br[CH2:42][CH2:43][C:44]([CH2:48]C)([OH:47])[CH2:45][CH3:46].O1CCCC1.[OH-].[K+], predict the reaction product. The product is: [Si:1]([O:8][C@H:9]1[C@@:37]2([CH3:38])[C:13](=[CH:14][CH:15]=[C:16]3[C@@H:36]2[CH2:35][CH2:34][C@@:33]2([CH3:39])[C@H:17]3[CH2:18][CH:19]=[C:20]2[C@@H:21]([S:23][CH2:24][CH2:48][C:44]([CH2:45][CH3:46])([OH:47])[CH2:43][CH3:42])[CH3:22])[CH2:12][C@@H:11]([OH:40])[CH2:10]1)([C:4]([CH3:7])([CH3:6])[CH3:5])([CH3:3])[CH3:2]. (6) Given the reactants [F:1][C:2]([F:19])([C:8]1([OH:18])[CH:15]2[CH2:16][CH:11]3[CH2:12][CH:13]([CH2:17][CH:9]1[CH2:10]3)[CH2:14]2)[C:3]([O:5]CC)=[O:4].[OH-].[Na+].Cl.[Cl-].[F:24][C:25]1[CH:30]=[CH:29][C:28]([S+:31]([C:38]2[CH:43]=[CH:42][CH:41]=[CH:40][CH:39]=2)[C:32]2[CH:37]=[CH:36][CH:35]=[CH:34][CH:33]=2)=[CH:27][CH:26]=1, predict the reaction product. The product is: [F:1][C:2]([F:19])([C:8]1([OH:18])[CH:9]2[CH2:17][CH:13]3[CH2:12][CH:11]([CH2:16][CH:15]1[CH2:14]3)[CH2:10]2)[C:3]([O-:5])=[O:4].[F:24][C:25]1[CH:30]=[CH:29][C:28]([S+:31]([C:38]2[CH:39]=[CH:40][CH:41]=[CH:42][CH:43]=2)[C:32]2[CH:37]=[CH:36][CH:35]=[CH:34][CH:33]=2)=[CH:27][CH:26]=1. (7) Given the reactants [F:1][C:2]([F:12])([F:11])[C:3]1[CH:8]=[CH:7][C:6]([Mg]Br)=[CH:5][CH:4]=1.[CH2:13]([N:20]([CH2:33][C:34]1[CH:39]=[CH:38][CH:37]=[CH:36][CH:35]=1)[C@@H:21]([CH:31]=[O:32])[CH2:22][CH2:23]/[CH:24]=[CH:25]/[C:26]([O:28][CH2:29][CH3:30])=[O:27])[C:14]1[CH:19]=[CH:18][CH:17]=[CH:16][CH:15]=1, predict the reaction product. The product is: [CH2:13]([N:20]([CH2:33][C:34]1[CH:35]=[CH:36][CH:37]=[CH:38][CH:39]=1)[C@@H:21]([C@@H:31]([OH:32])[C:6]1[CH:7]=[CH:8][C:3]([C:2]([F:12])([F:11])[F:1])=[CH:4][CH:5]=1)[CH2:22][CH2:23]/[CH:24]=[CH:25]/[C:26]([O:28][CH2:29][CH3:30])=[O:27])[C:14]1[CH:15]=[CH:16][CH:17]=[CH:18][CH:19]=1. (8) Given the reactants Cl.C[O:3][C:4](=[O:38])[C:5]1[CH:10]=[CH:9][C:8]([O:11][C:12]2[CH:17]=[CH:16][C:15]([CH2:18][C@H:19]([NH2:37])[C:20]3[N:21]([CH2:33][CH2:34][CH2:35][CH3:36])[CH:22]=[C:23]([C:25]4[CH:30]=[CH:29][C:28]([Cl:31])=[CH:27][C:26]=4[Cl:32])[N:24]=3)=[CH:14][CH:13]=2)=[CH:7][CH:6]=1.[C:39]([NH:46][CH2:47][CH2:48][CH2:49][C:50]([OH:52])=O)([O:41]C(C)(C)C)=O.[F:53][C:54]1[CH:55]=[C:56]([CH:60]=[CH:61][C:62]=1[O:63][CH3:64])C(O)=O, predict the reaction product. The product is: [CH2:33]([N:21]1[CH:22]=[C:23]([C:25]2[CH:30]=[CH:29][C:28]([Cl:31])=[CH:27][C:26]=2[Cl:32])[N:24]=[C:20]1[C@@H:19]([NH:37][C:50](=[O:52])[CH2:49][CH2:48][CH2:47][NH:46][C:39](=[O:41])[C:56]1[CH:60]=[CH:61][C:62]([O:63][CH3:64])=[C:54]([F:53])[CH:55]=1)[CH2:18][C:15]1[CH:16]=[CH:17][C:12]([O:11][C:8]2[CH:7]=[CH:6][C:5]([C:4]([OH:3])=[O:38])=[CH:10][CH:9]=2)=[CH:13][CH:14]=1)[CH2:34][CH2:35][CH3:36].